From a dataset of Forward reaction prediction with 1.9M reactions from USPTO patents (1976-2016). Predict the product of the given reaction. (1) The product is: [O:1]1[CH2:6][CH2:5][CH:4]([O:7][C:9](=[O:11])[N:53]([CH:54]2[CH2:56][CH2:55]2)[CH2:52][C@H:29]2[C@H:30]([CH2:32][C@H:33]([CH2:37][C:38]3[CH:43]=[CH:42][C:41]([O:44][CH3:45])=[C:40]([O:46][CH2:47][CH2:48][CH2:49][O:50][CH3:51])[CH:39]=3)[CH:34]([CH3:35])[CH3:36])[CH2:31][NH:27][CH2:28]2)[CH2:3][CH2:2]1. Given the reactants [O:1]1[CH2:6][CH2:5][CH:4]([OH:7])[CH2:3][CH2:2]1.Cl[C:9](Cl)([O:11]C(=O)OC(Cl)(Cl)Cl)Cl.C(OC([N:27]1[CH2:31][C@@H:30]([CH2:32][C@H:33]([CH2:37][C:38]2[CH:43]=[CH:42][C:41]([O:44][CH3:45])=[C:40]([O:46][CH2:47][CH2:48][CH2:49][O:50][CH3:51])[CH:39]=2)[CH:34]([CH3:36])[CH3:35])[C@H:29]([CH2:52][NH:53][CH:54]2[CH2:56][CH2:55]2)[CH2:28]1)=O)(C)(C)C, predict the reaction product. (2) The product is: [CH:1]1([C:7]2[CH:8]=[CH:9][C:10]([S:13]([NH:16][C:17]3[CH:21]=[CH:20][S:19][C:18]=3[C:22]([OH:24])=[O:23])(=[O:15])=[O:14])=[CH:11][CH:12]=2)[CH2:2][CH2:3][CH2:4][CH2:5][CH2:6]1. Given the reactants [CH:1]1([C:7]2[CH:12]=[CH:11][C:10]([S:13]([NH:16][C:17]3[CH:21]=[CH:20][S:19][C:18]=3[C:22]([O:24]C)=[O:23])(=[O:15])=[O:14])=[CH:9][CH:8]=2)[CH2:6][CH2:5][CH2:4][CH2:3][CH2:2]1.[OH-].[Na+], predict the reaction product. (3) Given the reactants [C:1]([OH:10])(=[O:9])[C@H:2]([C@@H:4]([C:6]([OH:8])=[O:7])[OH:5])[OH:3].[CH3:11][C@@H:12]([NH:22][CH2:23][C@H:24]([OH:35])[C:25]1[CH:26]=[CH:27][C:28]([OH:34])=[C:29]([NH:31][CH:32]=[O:33])[CH:30]=1)[CH2:13][C:14]1[CH:15]=[CH:16][C:17]([O:20][CH3:21])=[CH:18][CH:19]=1, predict the reaction product. The product is: [CH3:11][C@@H:12]([NH:22][CH2:23][C@H:24]([OH:35])[C:25]1[CH:26]=[CH:27][C:28]([OH:34])=[C:29]([NH:31][CH:32]=[O:33])[CH:30]=1)[CH2:13][C:14]1[CH:15]=[CH:16][C:17]([O:20][CH3:21])=[CH:18][CH:19]=1.[C:6]([C@H:4]([C@@H:2]([C:1]([O-:10])=[O:9])[OH:3])[OH:5])([O-:8])=[O:7]. (4) The product is: [C:32]([N:29]1[CH2:30][CH2:31][C@@H:27]([NH:26][S:13]([C:4]2[CH:5]=[C:6]([C:9]([F:12])([F:11])[F:10])[CH:7]=[CH:8][C:3]=2[C:2]([F:18])([F:17])[F:1])(=[O:15])=[O:14])[CH2:28]1)#[N:21]. Given the reactants [F:1][C:2]([F:18])([F:17])[C:3]1[CH:8]=[CH:7][C:6]([C:9]([F:12])([F:11])[F:10])=[CH:5][C:4]=1[S:13](Cl)(=[O:15])=[O:14].C([N:21](CC)CC)C.[NH2:26][C@@H:27]1[CH2:31][CH2:30][N:29]([C:32](OC(C)(C)C)=O)[CH2:28]1.CCN(C(C)C)C(C)C.BrC#N, predict the reaction product. (5) Given the reactants [CH:1]1([CH:6]([C:14]2[CH:19]=[CH:18][C:17]([CH3:20])=[CH:16][CH:15]=2)[C:7]([O:9][C:10]([CH3:13])([CH3:12])[CH3:11])=[O:8])[CH2:5][CH2:4][CH2:3][CH2:2]1.N(C(C)(C)C#N)=NC(C)(C)C#N.[Br:33]N1C(=O)CCC1=O, predict the reaction product. The product is: [Br:33][CH2:20][C:17]1[CH:18]=[CH:19][C:14]([CH:6]([CH:1]2[CH2:5][CH2:4][CH2:3][CH2:2]2)[C:7]([O:9][C:10]([CH3:12])([CH3:11])[CH3:13])=[O:8])=[CH:15][CH:16]=1. (6) Given the reactants [C:1]([NH:4][C:5]1[N:6]=[CH:7][CH:8]=[C:9]2[C:18]3[CH:17]=[CH:16][C:15]([O:19][CH2:20][C@@H:21]([NH:26]C(=O)OC(C)(C)C)[CH2:22][CH:23]([CH3:25])[CH3:24])=[CH:14][C:13]=3[O:12][CH:11]([CH3:34])[C:10]=12)(=[O:3])[CH3:2].C(O)(C(F)(F)F)=O, predict the reaction product. The product is: [NH2:26][C@@H:21]([CH2:22][CH:23]([CH3:25])[CH3:24])[CH2:20][O:19][C:15]1[CH:16]=[CH:17][C:18]2[C:9]3[C:10](=[C:5]([NH:4][C:1](=[O:3])[CH3:2])[N:6]=[CH:7][CH:8]=3)[CH:11]([CH3:34])[O:12][C:13]=2[CH:14]=1. (7) Given the reactants Cl[C:2]1[N:7]=[C:6]([N:8]2[CH2:13][CH2:12][O:11][CH2:10][CH2:9]2)[C:5]([S:14][CH3:15])=[C:4](Cl)[N:3]=1.CC1(C)C(C)(C)OB([C:25]2[CH:26]=[N:27][CH:28]=[CH:29][CH:30]=2)O1.C([O-])([O-])=O.[Na+].[Na+], predict the reaction product. The product is: [CH3:15][S:14][C:5]1[C:6]([N:8]2[CH2:13][CH2:12][O:11][CH2:10][CH2:9]2)=[N:7][C:2]([C:29]2[CH:28]=[N:27][CH:26]=[CH:25][CH:30]=2)=[N:3][C:4]=1[C:25]1[CH:26]=[N:27][CH:28]=[CH:29][CH:30]=1. (8) The product is: [Cl:1][C:2]1[CH:3]=[C:4]([CH:35]=[CH:36][C:37]=1[Cl:38])[CH2:5][CH:6]1[C:15]2[CH:14]=[C:13]([O:16][CH2:17][CH2:18][NH:19][S:20]([C:23]3[N:24]=[CH:25][N:26]([CH3:28])[CH:27]=3)(=[O:22])=[O:21])[CH:12]=[CH:11][C:10]=2[CH2:9][CH2:8][CH:7]1[NH:29][CH:30]=[O:31]. Given the reactants [Cl:1][C:2]1[CH:3]=[C:4]([CH:35]=[CH:36][C:37]=1[Cl:38])[CH2:5][CH:6]1[C:15]2[C:10](=[CH:11][CH:12]=[C:13]([O:16][CH2:17][CH2:18][NH:19][S:20]([C:23]3[N:24]=[CH:25][N:26]([CH3:28])[CH:27]=3)(=[O:22])=[O:21])[CH:14]=2)[CH2:9][CH2:8][CH:7]1[NH:29][C:30](=O)[O:31]CC.[H-].[H-].[H-].[H-].[Li+].[Al+3].[OH-].[Na+], predict the reaction product.